The task is: Predict the reaction yield, written as a fraction of the theoretical maximum amount of product (1.0 means a 100% yield; for example, 0.34 means a 34% yield).. This data is from Reaction yield outcomes from USPTO patents with 853,638 reactions. The reactants are [Cl:1][C:2]1[CH:7]=[CH:6][C:5]([C:8]2([C:12]([N:14]3[CH2:20][CH2:19][CH2:18][CH2:17][CH:16]([CH2:21][OH:22])[CH2:15]3)=O)[CH2:11][CH2:10][CH2:9]2)=[CH:4][CH:3]=1.[H-].COCCO[Al+]OCCOC.[Na+].[H-]. The yield is 0.390. The product is [Cl:1][C:2]1[CH:7]=[CH:6][C:5]([C:8]2([CH2:12][N:14]3[CH2:20][CH2:19][CH2:18][CH2:17][CH:16]([CH2:21][OH:22])[CH2:15]3)[CH2:11][CH2:10][CH2:9]2)=[CH:4][CH:3]=1. The catalyst is C1(C)C=CC=CC=1.